From a dataset of Peptide-MHC class I binding affinity with 185,985 pairs from IEDB/IMGT. Regression. Given a peptide amino acid sequence and an MHC pseudo amino acid sequence, predict their binding affinity value. This is MHC class I binding data. (1) The peptide sequence is VTTHKYAGPY. The MHC is HLA-A26:01 with pseudo-sequence HLA-A26:01. The binding affinity (normalized) is 0. (2) The binding affinity (normalized) is 0.185. The MHC is HLA-B44:02 with pseudo-sequence HLA-B44:02. The peptide sequence is KEVSETQHG. (3) The binding affinity (normalized) is 0.213. The peptide sequence is RLASSLYVY. The MHC is HLA-B07:02 with pseudo-sequence HLA-B07:02. (4) The peptide sequence is FSIPLDEEF. The MHC is Mamu-A02 with pseudo-sequence Mamu-A02. The binding affinity (normalized) is 0.581. (5) The peptide sequence is SIYVILKDPR. The MHC is HLA-A11:01 with pseudo-sequence HLA-A11:01. The binding affinity (normalized) is 0.350.